From a dataset of Reaction yield outcomes from USPTO patents with 853,638 reactions. Predict the reaction yield, written as a fraction of the theoretical maximum amount of product (1.0 means a 100% yield; for example, 0.34 means a 34% yield). (1) The reactants are [N:1]1[CH:6]=[CH:5][C:4]([C:7]2[S:8][C:9]([C:14]3[N:18]=[CH:17][N:16]([CH2:19][O:20][CH2:21][CH2:22][Si:23]([CH3:26])([CH3:25])[CH3:24])[N:15]=3)=[C:10]([CH:12]=[O:13])[N:11]=2)=[CH:3][CH:2]=1.O1[CH2:31][CH2:30][CH2:29][CH2:28]1.CCO[CH2:35][CH3:36].[NH4+].[Cl-:38]. The catalyst is ClC1C=CC([Mg]Br)=CC=1.CCOC(C)=O. The product is [Cl:38][C:28]1[CH:36]=[CH:35][C:31]([CH:12]([C:10]2[N:11]=[C:7]([C:4]3[CH:5]=[CH:6][N:1]=[CH:2][CH:3]=3)[S:8][C:9]=2[C:14]2[N:18]=[CH:17][N:16]([CH2:19][O:20][CH2:21][CH2:22][Si:23]([CH3:26])([CH3:25])[CH3:24])[N:15]=2)[OH:13])=[CH:30][CH:29]=1. The yield is 0.736. (2) The reactants are [OH:1][C:2]1[CH:19]=[CH:18][CH:17]=[CH:16][C:3]=1[CH2:4][N:5]([CH2:13][CH2:14][CH3:15])C(=O)OC(C)(C)C.Cl. The catalyst is CO. The product is [CH2:13]([NH:5][CH2:4][C:3]1[CH:16]=[CH:17][CH:18]=[CH:19][C:2]=1[OH:1])[CH2:14][CH3:15]. The yield is 0.900.